Dataset: NCI-60 drug combinations with 297,098 pairs across 59 cell lines. Task: Regression. Given two drug SMILES strings and cell line genomic features, predict the synergy score measuring deviation from expected non-interaction effect. Drug 1: CS(=O)(=O)CCNCC1=CC=C(O1)C2=CC3=C(C=C2)N=CN=C3NC4=CC(=C(C=C4)OCC5=CC(=CC=C5)F)Cl. Drug 2: C1CN(P(=O)(OC1)NCCCl)CCCl. Cell line: UO-31. Synergy scores: CSS=0.860, Synergy_ZIP=1.56, Synergy_Bliss=4.21, Synergy_Loewe=0.912, Synergy_HSA=1.34.